Dataset: Forward reaction prediction with 1.9M reactions from USPTO patents (1976-2016). Task: Predict the product of the given reaction. (1) Given the reactants [NH2:1][C:2]1[C:11]2[C:6](=[CH:7][CH:8]=[CH:9][CH:10]=2)[C:5]([C:12]#[N:13])=[CH:4][CH:3]=1.B.C1COCC1, predict the reaction product. The product is: [NH2:13][CH2:12][C:5]1[C:6]2[C:11](=[CH:10][CH:9]=[CH:8][CH:7]=2)[C:2]([NH2:1])=[CH:3][CH:4]=1. (2) Given the reactants [OH:1][CH2:2][C@@H:3]1[C@H:7]([OH:8])[C@H:6]([OH:9])[C@H:5]([N:10]2[CH:18]=[N:17][C:16]3[C:11]2=[N:12][CH:13]=[N:14][C:15]=3[NH:19][CH:20]2[CH2:24][CH2:23][O:22][CH2:21]2)[O:4]1.COC(OC)(C)C.C1(C)C=CC(S(O)(=O)=O)=CC=1, predict the reaction product. The product is: [CH2-:2][C:3]([CH3:7])=[O:4].[OH:1][CH2:2][C@@H:3]1[C@H:7]([OH:8])[C@H:6]([OH:9])[C@H:5]([N:10]2[CH:18]=[N:17][C:16]3[C:11]2=[N:12][CH:13]=[N:14][C:15]=3[NH:19][CH:20]2[CH2:24][CH2:23][O:22][CH2:21]2)[O:4]1. (3) Given the reactants C[Si]([N-][Si](C)(C)C)(C)C.[Na+].[O:11]=[C:12]1[CH2:16][N:15]([C:17]([O:19][C:20]([CH3:23])([CH3:22])[CH3:21])=[O:18])[C@@H:14]([C:24]([O:26][CH3:27])=[O:25])[CH2:13]1.[F:28][C:29]([F:48])([F:47])[S:30](N([S:30]([C:29]([F:48])([F:47])[F:28])(=[O:32])=[O:31])C1C=CC=CC=1)(=[O:32])=[O:31], predict the reaction product. The product is: [F:28][C:29]([F:48])([F:47])[S:30]([O:11][C:12]1[CH2:16][N:15]([C:17]([O:19][C:20]([CH3:21])([CH3:22])[CH3:23])=[O:18])[C@@H:14]([C:24]([O:26][CH3:27])=[O:25])[CH:13]=1)(=[O:32])=[O:31]. (4) Given the reactants Cl[C:2]1[C:7]([C:8]([O:10][CH3:11])=[O:9])=[C:6]([Cl:12])[N:5]=[CH:4][N:3]=1.[Cl:13][C:14]1[CH:19]=[CH:18][CH:17]=[C:16]([F:20])[C:15]=1[OH:21].C(=O)([O-])[O-].[K+].[K+], predict the reaction product. The product is: [Cl:12][C:6]1[C:7]([C:8]([O:10][CH3:11])=[O:9])=[C:2]([O:21][C:15]2[C:16]([F:20])=[CH:17][CH:18]=[CH:19][C:14]=2[Cl:13])[N:3]=[CH:4][N:5]=1.